From a dataset of Reaction yield outcomes from USPTO patents with 853,638 reactions. Predict the reaction yield, written as a fraction of the theoretical maximum amount of product (1.0 means a 100% yield; for example, 0.34 means a 34% yield). (1) The reactants are [Cl:1][C:2]1[CH:3]=[CH:4][C:5]([OH:17])=[C:6]([CH2:8][C:9]2[CH:14]=[C:13]([Cl:15])[CH:12]=[CH:11][C:10]=2[OH:16])[CH:7]=1.I[CH2:19]I.C(=O)([O-])[O-].[K+].[K+]. The catalyst is CN(C=O)C. The product is [Cl:1][C:2]1[CH:3]=[CH:4][C:5]2[O:17][CH2:19][O:16][C:10]3[CH:11]=[CH:12][C:13]([Cl:15])=[CH:14][C:9]=3[CH2:8][C:6]=2[CH:7]=1. The yield is 0.840. (2) The reactants are [CH3:1][C:2]1[N:7]=[C:6]([SH:8])[N:5]=[C:4]([OH:9])[CH:3]=1.C(=O)([O-])[O-].[K+].[K+].Br[CH2:17][C:18]1[N:22]([CH3:23])[CH:21]=[N:20][CH:19]=1. The catalyst is CN(C=O)C. The product is [CH3:1][C:2]1[N:7]=[C:6]([S:8][CH2:17][C:18]2[N:22]([CH3:23])[CH:21]=[N:20][CH:19]=2)[N:5]=[C:4]([OH:9])[CH:3]=1. The yield is 0.420. (3) The reactants are [O:1]1[C:5]2[CH:6]=[CH:7][C:8]([OH:10])=[CH:9][C:4]=2[O:3][CH2:2]1.C([Mg]Cl)(C)C.[CH2:16]([N:21]1[C:25]2=[N:26][CH:27]=[CH:28][CH:29]=[C:24]2[C:23](=[O:30])[C:22]1=[O:31])[CH2:17][CH2:18][CH2:19][CH3:20]. The catalyst is C1COCC1.ClCCl. The product is [OH:30][C:23]1([C:7]2[C:8]([OH:10])=[CH:9][C:4]3[O:3][CH2:2][O:1][C:5]=3[CH:6]=2)[C:24]2[C:25](=[N:26][CH:27]=[CH:28][CH:29]=2)[N:21]([CH2:16][CH2:17][CH2:18][CH2:19][CH3:20])[C:22]1=[O:31]. The yield is 0.730. (4) The reactants are [NH2:1][C:2]1[CH:7]=[C:6]([NH:8][C:9](=[O:18])[C:10]2[C:15]([Cl:16])=[CH:14][CH:13]=[CH:12][C:11]=2[Cl:17])[CH:5]=[CH:4][N:3]=1.Cl[C:20]1[N:25]=[C:24]([CH3:26])[CH:23]=[C:22]([CH3:27])[N:21]=1.CC1(C)C2C(=C(P(C3C=CC=CC=3)C3C=CC=CC=3)C=CC=2)OC2C(P(C3C=CC=CC=3)C3C=CC=CC=3)=CC=CC1=2.C([O-])([O-])=O.[Cs+].[Cs+]. The catalyst is C1C=CC(/C=C/C(/C=C/C2C=CC=CC=2)=O)=CC=1.C1C=CC(/C=C/C(/C=C/C2C=CC=CC=2)=O)=CC=1.C1C=CC(/C=C/C(/C=C/C2C=CC=CC=2)=O)=CC=1.[Pd].[Pd].O1CCOCC1. The product is [Cl:16][C:15]1[CH:14]=[CH:13][CH:12]=[C:11]([Cl:17])[C:10]=1[C:9]([NH:8][C:6]1[CH:5]=[CH:4][N:3]=[C:2]([NH:1][C:20]2[N:25]=[C:24]([CH3:26])[CH:23]=[C:22]([CH3:27])[N:21]=2)[CH:7]=1)=[O:18]. The yield is 0.0800. (5) The reactants are Cl[C:2]1[C:7]([C:8]([F:11])([F:10])[F:9])=[CH:6][N:5]=[C:4]([NH:12][C:13]2[CH:18]=[CH:17][C:16]([P:19]([CH3:22])([CH3:21])=[O:20])=[CH:15][CH:14]=2)[N:3]=1.C(N(CC)CC)C.[NH2:30][CH2:31][CH2:32][C:33]1[CH:38]=[CH:37][C:36]([S:39]([NH2:42])(=[O:41])=[O:40])=[CH:35][CH:34]=1. The catalyst is C(O)C. The product is [CH3:21][P:19]([C:16]1[CH:17]=[CH:18][C:13]([NH:12][C:4]2[N:3]=[C:2]([NH:30][CH2:31][CH2:32][C:33]3[CH:34]=[CH:35][C:36]([S:39]([NH2:42])(=[O:40])=[O:41])=[CH:37][CH:38]=3)[C:7]([C:8]([F:11])([F:10])[F:9])=[CH:6][N:5]=2)=[CH:14][CH:15]=1)([CH3:22])=[O:20]. The yield is 0.490. (6) The reactants are [Br:1][C:2]1[CH:3]=[N:4][CH:5]=[C:6]([CH:9]=1)[CH:7]=[O:8].[BH4-].[Na+]. The catalyst is CO. The product is [Br:1][C:2]1[CH:9]=[C:6]([CH2:7][OH:8])[CH:5]=[N:4][CH:3]=1. The yield is 0.900. (7) The reactants are [C:1]([O:5][C:6](=[O:18])[NH:7][C@@H:8]1[CH2:10][C@H:9]1[C:11]1[CH:16]=[CH:15][C:14]([NH2:17])=[CH:13][CH:12]=1)([CH3:4])([CH3:3])[CH3:2].[C:19](Cl)(=[O:21])[CH3:20]. The catalyst is ClCCl. The product is [C:1]([O:5][C:6](=[O:18])[NH:7][C@@H:8]1[CH2:10][C@H:9]1[C:11]1[CH:16]=[CH:15][C:14]([NH:17][C:19](=[O:21])[CH3:20])=[CH:13][CH:12]=1)([CH3:4])([CH3:2])[CH3:3]. The yield is 0.770.